The task is: Predict the reaction yield, written as a fraction of the theoretical maximum amount of product (1.0 means a 100% yield; for example, 0.34 means a 34% yield).. This data is from Reaction yield outcomes from USPTO patents with 853,638 reactions. (1) The reactants are [O:1]1[CH2:6][CH2:5][O:4][C:3]2[CH:7]=[C:8]([C:11](=[O:13])[CH3:12])[CH:9]=[CH:10][C:2]1=2.Cl.[CH3:15][NH:16][CH3:17].[CH2:18]=O. The catalyst is Cl.C(O)C. The product is [O:1]1[CH2:6][CH2:5][O:4][C:3]2[CH:7]=[C:8]([C:11](=[O:13])[CH2:12][CH2:15][N:16]([CH3:18])[CH3:17])[CH:9]=[CH:10][C:2]1=2. The yield is 0.820. (2) The reactants are [NH2:1][CH:2]([PH:6](=[O:8])[OH:7])[CH:3]([CH3:5])[CH3:4].[C:9]1([CH2:15][CH2:16][C:17](Cl)=[O:18])[CH:14]=[CH:13][CH:12]=[CH:11][CH:10]=1.Cl.[Cl-].[Na+]. The catalyst is [OH-].[Na+]. The product is [CH3:4][CH:3]([CH3:5])[CH:2]([PH:6](=[O:7])[OH:8])[NH:1][C:17](=[O:18])[CH2:16][CH2:15][C:9]1[CH:14]=[CH:13][CH:12]=[CH:11][CH:10]=1. The yield is 0.820. (3) The reactants are [Cl:1][C:2]1[CH:7]=[CH:6][CH:5]=[CH:4][C:3]=1[C:8]1[C:12]([C:13]([O:15]C)=[O:14])=[CH:11][N:10]([C:17]2[CH:22]=[CH:21][N:20]=[C:19]([Cl:23])[CH:18]=2)[N:9]=1.[OH-].[Na+]. The catalyst is C1COCC1. The product is [Cl:1][C:2]1[CH:7]=[CH:6][CH:5]=[CH:4][C:3]=1[C:8]1[C:12]([C:13]([OH:15])=[O:14])=[CH:11][N:10]([C:17]2[CH:22]=[CH:21][N:20]=[C:19]([Cl:23])[CH:18]=2)[N:9]=1. The yield is 0.990.